Predict the reactants needed to synthesize the given product. From a dataset of Full USPTO retrosynthesis dataset with 1.9M reactions from patents (1976-2016). Given the product [Br:1][C:2]1[C:3]([F:12])=[C:4]2[C:10]([NH:11][C:19]([C:16]3[CH:15]=[C:14]([CH3:13])[O:18][N:17]=3)=[O:20])=[CH:9][NH:8][C:5]2=[N:6][CH:7]=1, predict the reactants needed to synthesize it. The reactants are: [Br:1][C:2]1[C:3]([F:12])=[C:4]2[C:10]([NH2:11])=[CH:9][NH:8][C:5]2=[N:6][CH:7]=1.[CH3:13][C:14]1[O:18][N:17]=[C:16]([C:19](O)=[O:20])[CH:15]=1.C(N(CC)CC)C.F[P-](F)(F)(F)(F)F.N1(O[P+](N(C)C)(N(C)C)N(C)C)C2C=CC=CC=2N=N1.C1N(P(Cl)(N2C(=O)OCC2)=O)C(=O)OC1.[Li+].[OH-].